From a dataset of Reaction yield outcomes from USPTO patents with 853,638 reactions. Predict the reaction yield, written as a fraction of the theoretical maximum amount of product (1.0 means a 100% yield; for example, 0.34 means a 34% yield). The reactants are [NH2:1][C:2]1[C:11]2[S:10](=[O:13])(=[O:12])[N:9]=[C:8]([C:14]3[C:15](=[O:30])[N:16]([NH:25][CH2:26][CH:27]([CH3:29])[CH3:28])[C:17]4[C:22]([C:23]=3[OH:24])=[CH:21][CH:20]=[CH:19][CH:18]=4)[NH:7][C:6]=2[CH:5]=[CH:4][C:3]=1[OH:31].[CH:32](OC)(OC)OC.C1(C)C=CC(S(O)(=O)=O)=CC=1. The catalyst is CN(C)C=O. The product is [O:13]=[S:10]1(=[O:12])[C:11]2[C:2]3[N:1]=[CH:32][O:31][C:3]=3[CH:4]=[CH:5][C:6]=2[NH:7][C:8]([C:14]2[C:15](=[O:30])[N:16]([NH:25][CH2:26][CH:27]([CH3:29])[CH3:28])[C:17]3[C:22]([C:23]=2[OH:24])=[CH:21][CH:20]=[CH:19][CH:18]=3)=[N:9]1. The yield is 0.220.